Dataset: Full USPTO retrosynthesis dataset with 1.9M reactions from patents (1976-2016). Task: Predict the reactants needed to synthesize the given product. Given the product [Br:1][C:2]1[CH:3]=[CH:4][C:5]([Cl:21])=[C:6]([CH2:8][C:10]2[CH:11]=[CH:12][C:13]([O:16][C:17]([F:20])([F:18])[F:19])=[CH:14][CH:15]=2)[CH:7]=1, predict the reactants needed to synthesize it. The reactants are: [Br:1][C:2]1[CH:3]=[CH:4][C:5]([Cl:21])=[C:6]([CH:8]([C:10]2[CH:15]=[CH:14][C:13]([O:16][C:17]([F:20])([F:19])[F:18])=[CH:12][CH:11]=2)O)[CH:7]=1.